Predict which catalyst facilitates the given reaction. From a dataset of Catalyst prediction with 721,799 reactions and 888 catalyst types from USPTO. (1) Reactant: [Br:1][C:2]1[N:3]=[CH:4][NH:5][CH:6]=1.[C:7](O[C:7]([O:9][C:10]([CH3:13])([CH3:12])[CH3:11])=[O:8])([O:9][C:10]([CH3:13])([CH3:12])[CH3:11])=[O:8]. Product: [C:10]([O:9][C:7]([N:5]1[CH:6]=[C:2]([Br:1])[N:3]=[CH:4]1)=[O:8])([CH3:13])([CH3:12])[CH3:11]. The catalyst class is: 230. (2) Reactant: [Cl:1][C:2]1[C:10]2[C:5](=[C:6]([CH3:34])[CH:7]=[C:8]([O:32][CH3:33])[C:9]=2[CH:11]([OH:31])[C:12]2[N:16](COCC[Si](C)(C)C)[C:15]3[CH:25]=[CH:26][C:27]([C:29]#[N:30])=[CH:28][C:14]=3[N:13]=2)[NH:4][CH:3]=1.ClC1C2C(=C(C)C=C(OC)C=2C(O)C2N(COCC[Si](C)(C)C)C3C=C(C#N)C=CC=3N=2)NC=1.CCCC[N+](CCCC)(CCCC)CCCC.[F-].C(N)CN.[Cl-].[NH4+]. Product: [Cl:1][C:2]1[C:10]2[C:5](=[C:6]([CH3:34])[CH:7]=[C:8]([O:32][CH3:33])[C:9]=2[CH:11]([OH:31])[C:12]2[NH:16][C:15]3[CH:25]=[CH:26][C:27]([C:29]#[N:30])=[CH:28][C:14]=3[N:13]=2)[NH:4][CH:3]=1. The catalyst class is: 49. (3) Reactant: [CH2:1]([C:8]1[CH:13]=[CH:12][N:11]=[C:10](C(=O)CBr)[CH:9]=1)[C:2]1[CH:7]=[CH:6][CH:5]=[CH:4][CH:3]=1.N1C=CC=C2C(=O)NC(=[O:27])C=12.C(=O)([O-])[O-].[Cs+].[Cs+]. Product: [CH2:1]([C:8]1[CH:13]=[CH:12][N+:11]([O-:27])=[CH:10][CH:9]=1)[C:2]1[CH:7]=[CH:6][CH:5]=[CH:4][CH:3]=1. The catalyst class is: 3. (4) Reactant: Cl.[Cl:2][CH2:3][C:4]1[N:13]=[C:12]([N:14]([C:16]2[CH:21]=[C:20]([Cl:22])[C:19]([O:23][CH3:24])=[C:18]([Cl:25])[CH:17]=2)[CH3:15])[C:11]2[C:6](=[CH:7][CH:8]=[CH:9][CH:10]=2)[N:5]=1.ClC1C2C(=CC=CC=2)N=C(CCl)N=1.Cl.ClC1C=C(NC)C=C(Cl)C=1OC. Product: [Cl:2][CH2:3][C:4]1[N:13]=[C:12]([N:14]([C:16]2[CH:17]=[C:18]([Cl:25])[C:19]([O:23][CH3:24])=[C:20]([Cl:22])[CH:21]=2)[CH3:15])[C:11]2[C:6](=[CH:7][CH:8]=[CH:9][CH:10]=2)[N:5]=1. The catalyst class is: 41. (5) Reactant: [CH3:1][O:2][C:3]1[CH:4]=[C:5]([C:13]2[N:14]=[C:15]3[C:21]([C:22]([OH:24])=O)=[CH:20][NH:19][C:16]3=[N:17][CH:18]=2)[CH:6]=[C:7]([O:11][CH3:12])[C:8]=1[O:9][CH3:10].[CH2:25]([NH2:29])[CH:26]([CH3:28])[CH3:27].O.ON1C2C=CC=CC=2N=N1.Cl.CN(C)CCCN=C=NCC. Product: [NH4+:14].[OH-:2].[CH2:25]([NH:29][C:22]([C:21]1[C:15]2[C:16](=[N:17][CH:18]=[C:13]([C:5]3[CH:6]=[C:7]([O:11][CH3:12])[C:8]([O:9][CH3:10])=[C:3]([O:2][CH3:1])[CH:4]=3)[N:14]=2)[NH:19][CH:20]=1)=[O:24])[CH:26]([CH3:28])[CH3:27]. The catalyst class is: 85. (6) Reactant: [H-].[Na+].[F:3][C:4]([F:18])([F:17])[C:5]1[CH:10]=[CH:9][N:8]=[C:7]([C:11]2[NH:12][O:13][C:14](=[O:16])[N:15]=2)[CH:6]=1.[Cl:19][C:20]1[CH:21]=[C:22]([CH:28]=[C:29]([Cl:31])[CH:30]=1)[C:23]([O:25][CH2:26]Cl)=[O:24].[Cl-].[NH4+]. Product: [Cl:19][C:20]1[CH:21]=[C:22]([CH:28]=[C:29]([Cl:31])[CH:30]=1)[C:23]([O:25][CH2:26][N:15]1[C:14](=[O:16])[O:13][N:12]=[C:11]1[C:7]1[CH:6]=[C:5]([C:4]([F:3])([F:17])[F:18])[CH:10]=[CH:9][N:8]=1)=[O:24]. The catalyst class is: 9.